This data is from Forward reaction prediction with 1.9M reactions from USPTO patents (1976-2016). The task is: Predict the product of the given reaction. (1) Given the reactants BrC1C=CC=C2C=1C(C1C(O)=CC3OCOC=3C=1)[C:5](=[O:16])N2CCCCC.[OH:27][C:28]1[C:29]([CH:37]2[C:45]3[C:40](=[CH:41][CH:42]=[CH:43][CH:44]=3)[N:39]([CH2:46][C:47]3[CH:56]=[CH:55][C:50]([C:51]([O:53][CH3:54])=[O:52])=[CH:49][CH:48]=3)[C:38]2=[O:57])=[CH:30][C:31]2[O:35][CH2:34][O:33][C:32]=2[CH:36]=1, predict the reaction product. The product is: [OH:27][C:28]1[C:29]([C:37]2([CH2:5][OH:16])[C:45]3[C:40](=[CH:41][CH:42]=[CH:43][CH:44]=3)[N:39]([CH2:46][C:47]3[CH:56]=[CH:55][C:50]([C:51]([O:53][CH3:54])=[O:52])=[CH:49][CH:48]=3)[C:38]2=[O:57])=[CH:30][C:31]2[O:35][CH2:34][O:33][C:32]=2[CH:36]=1. (2) Given the reactants [NH2:1][C:2]1[CH:7]=[C:6]([C:8]([CH3:11])([CH3:10])[CH3:9])[CH:5]=[CH:4][C:3]=1[OH:12].[N+:13]([C:16]1[CH:17]=[C:18]([CH:22]=[CH:23][CH:24]=1)[C:19](Cl)=O)([O-:15])=[O:14], predict the reaction product. The product is: [C:8]([C:6]1[CH:5]=[CH:4][C:3]2[O:12][C:19]([C:18]3[CH:22]=[CH:23][CH:24]=[C:16]([N+:13]([O-:15])=[O:14])[CH:17]=3)=[N:1][C:2]=2[CH:7]=1)([CH3:9])([CH3:11])[CH3:10].